This data is from Catalyst prediction with 721,799 reactions and 888 catalyst types from USPTO. The task is: Predict which catalyst facilitates the given reaction. (1) The catalyst class is: 1. Product: [S:7]1[C:11]2[CH:12]=[CH:13][CH:14]=[CH:15][C:10]=2[CH:9]=[C:8]1[CH2:16][OH:17]. Reactant: [H-].[Al+3].[Li+].[H-].[H-].[H-].[S:7]1[C:11]2[CH:12]=[CH:13][CH:14]=[CH:15][C:10]=2[CH:9]=[C:8]1[C:16](OCC)=[O:17].Cl. (2) Reactant: [CH3:1][O:2][C:3](=[O:21])[C:4]1[CH:9]=[C:8]([C:10]2[CH:15]=[C:14](Cl)[N:13]=[C:12]([NH2:17])[N:11]=2)[C:7]([CH3:18])=[CH:6][C:5]=1[O:19][CH3:20].[OH:22][C:23]1[CH:24]=[C:25]([SH:29])[CH:26]=[CH:27][CH:28]=1.CN(C)C=O.C(N(CC)CC)C. Product: [CH3:1][O:2][C:3](=[O:21])[C:4]1[CH:9]=[C:8]([C:10]2[CH:15]=[C:14]([S:29][C:25]3[CH:26]=[CH:27][CH:28]=[C:23]([OH:22])[CH:24]=3)[N:13]=[C:12]([NH2:17])[N:11]=2)[C:7]([CH3:18])=[CH:6][C:5]=1[O:19][CH3:20]. The catalyst class is: 13. (3) Product: [Cl:8][C:6]1[CH:5]=[C:4]([N:22]2[CH2:23][CH2:24][CH:19]([C:14]3[CH:15]=[CH:16][CH:17]=[CH:18][C:13]=3[C:12]([F:11])([F:25])[F:26])[CH2:20][CH2:21]2)[N:3]=[C:2]([NH2:1])[N:7]=1. Reactant: [NH2:1][C:2]1[N:7]=[C:6]([Cl:8])[CH:5]=[C:4](Cl)[N:3]=1.Cl.[F:11][C:12]([F:26])([F:25])[C:13]1[CH:18]=[CH:17][CH:16]=[CH:15][C:14]=1[CH:19]1[CH2:24][CH2:23][NH:22][CH2:21][CH2:20]1.C(=O)([O-])[O-].[Cs+].[Cs+]. The catalyst class is: 38. (4) Reactant: CON(C)[C:4](=[O:6])[CH3:5].[Br:8][C:9]1[CH:10]=[C:11]([CH:15]=[CH:16][CH:17]=1)[CH2:12][Mg]Br. Product: [Br:8][C:9]1[CH:10]=[C:11]([CH2:12][C:4]([CH3:5])=[O:6])[CH:15]=[CH:16][CH:17]=1. The catalyst class is: 28. (5) Reactant: C(O)(C(F)(F)F)=O.[F:8][C:9]1[CH:14]=[CH:13][C:12]([C:15]2[O:42][C:18]3=[N:19][C:20]([NH:36][CH2:37][C:38]([F:41])([F:40])[F:39])=[C:21]([C:23]4[CH:24]=[C:25]([CH:33]=[CH:34][CH:35]=4)[C:26]([O:28]C(C)(C)C)=[O:27])[CH:22]=[C:17]3[C:16]=2[C:43](=[O:46])[NH:44][CH3:45])=[CH:11][CH:10]=1. Product: [F:8][C:9]1[CH:14]=[CH:13][C:12]([C:15]2[O:42][C:18]3=[N:19][C:20]([NH:36][CH2:37][C:38]([F:39])([F:41])[F:40])=[C:21]([C:23]4[CH:24]=[C:25]([CH:33]=[CH:34][CH:35]=4)[C:26]([OH:28])=[O:27])[CH:22]=[C:17]3[C:16]=2[C:43](=[O:46])[NH:44][CH3:45])=[CH:11][CH:10]=1. The catalyst class is: 2. (6) Reactant: [NH2:1][C:2]1[C:3]([C:27]#[N:28])=[N:4][C:5]([C:10]2[CH:15]=[CH:14][C:13]([O:16][CH2:17][O:18][CH2:19][CH2:20][O:21][CH3:22])=[C:12]([C:23]([F:26])([F:25])[F:24])[CH:11]=2)=[CH:6][C:7]=1[NH:8][CH3:9].Cl.[N:30]([O-])=O.[Na+]. Product: [CH3:22][O:21][CH2:20][CH2:19][O:18][CH2:17][O:16][C:13]1[CH:14]=[CH:15][C:10]([C:5]2[N:4]=[C:3]([C:27]#[N:28])[C:2]3[N:1]=[N:30][N:8]([CH3:9])[C:7]=3[CH:6]=2)=[CH:11][C:12]=1[C:23]([F:26])([F:24])[F:25]. The catalyst class is: 38.